Dataset: Reaction yield outcomes from USPTO patents with 853,638 reactions. Task: Predict the reaction yield, written as a fraction of the theoretical maximum amount of product (1.0 means a 100% yield; for example, 0.34 means a 34% yield). The reactants are [C:1]([N:8]1[CH2:13][CH2:12][NH:11][CH2:10][CH2:9]1)([O:3][C:4]([CH3:7])([CH3:6])[CH3:5])=[O:2].CC([O-])(C)C.[Na+].C1(P(C2CCCCC2)C2C=CC=CC=2C2C=CC=CC=2)CCCCC1.Br[C:46]1[C:55]2[C:50](=[CH:51][CH:52]=[CH:53][C:54]=2[Cl:56])[CH:49]=[CH:48][CH:47]=1. The catalyst is CC([O-])=O.CC([O-])=O.[Pd+2].C1(C)C=CC=CC=1. The product is [C:4]([O:3][C:1]([N:8]1[CH2:9][CH2:10][N:11]([C:46]2[C:55]3[C:50](=[CH:51][CH:52]=[CH:53][C:54]=3[Cl:56])[CH:49]=[CH:48][CH:47]=2)[CH2:12][CH2:13]1)=[O:2])([CH3:7])([CH3:6])[CH3:5]. The yield is 0.720.